This data is from Full USPTO retrosynthesis dataset with 1.9M reactions from patents (1976-2016). The task is: Predict the reactants needed to synthesize the given product. (1) The reactants are: [C:1](Cl)(=[O:5])[C:2]([CH3:4])=[CH2:3].[S:7]([CH2:11][CH2:12][OH:13])[CH2:8][CH2:9][OH:10].C(N(CC)CC)C.C(O)(=O)C. Given the product [C:1]([O:10][CH2:9][CH2:8][S:7][CH2:11][CH2:12][OH:13])(=[O:5])[C:2]([CH3:4])=[CH2:3], predict the reactants needed to synthesize it. (2) The reactants are: [CH3:1][O:2][C:3]1[CH:9]=[CH:8][C:7]([N+:10]([O-:12])=[O:11])=[CH:6][C:4]=1[NH2:5].[C:13](OC(=O)C)(=[O:15])[CH3:14]. Given the product [CH3:1][O:2][C:3]1[CH:9]=[CH:8][C:7]([N+:10]([O-:12])=[O:11])=[CH:6][C:4]=1[NH:5][C:13](=[O:15])[CH3:14], predict the reactants needed to synthesize it. (3) Given the product [CH3:24][S:21]([N:18]1[CH2:19][CH2:20][N:15]([C:12]2[N:11]=[CH:10][C:9]([OH:8])=[CH:14][N:13]=2)[CH2:16][CH2:17]1)(=[O:23])=[O:22].[C:25]([OH:31])([C:27]([F:30])([F:29])[F:28])=[O:26], predict the reactants needed to synthesize it. The reactants are: C([O:8][C:9]1[CH:10]=[N:11][C:12]([N:15]2[CH2:20][CH2:19][N:18]([S:21]([CH3:24])(=[O:23])=[O:22])[CH2:17][CH2:16]2)=[N:13][CH:14]=1)C1C=CC=CC=1.[C:25]([OH:31])([C:27]([F:30])([F:29])[F:28])=[O:26]. (4) The reactants are: [CH:1]([N:4]1[C:8]([C:9]2[N:18]=[C:17]3[N:11]([CH2:12][CH2:13][O:14][C:15]4[CH:22]=[C:21](O)[N:20]=[CH:19][C:16]=43)[CH:10]=2)=[N:7][CH:6]=[N:5]1)([CH3:3])[CH3:2].[OH:24][CH:25]1[CH2:30][CH2:29][NH:28][CH2:27][CH2:26]1. Given the product [CH:1]([N:4]1[C:8]([C:9]2[N:18]=[C:17]3[C:16]4[CH:19]=[N:20][C:21]([N:28]5[CH2:29][CH2:30][CH:25]([OH:24])[CH2:26][CH2:27]5)=[CH:22][C:15]=4[O:14][CH2:13][CH2:12][N:11]3[CH:10]=2)=[N:7][CH:6]=[N:5]1)([CH3:3])[CH3:2], predict the reactants needed to synthesize it. (5) Given the product [CH3:30][O:29][C:27](=[O:28])[CH2:26][CH2:25][N:9]1[C:10]2[C:6](=[CH:5][CH:4]=[C:3]([O:2][CH3:1])[CH:11]=2)[C:7]([S:12]([C:15]2[CH:20]=[CH:19][C:18]([CH3:21])=[CH:17][CH:16]=2)(=[O:14])=[O:13])=[CH:8]1, predict the reactants needed to synthesize it. The reactants are: [CH3:1][O:2][C:3]1[CH:11]=[C:10]2[C:6]([C:7]([S:12]([C:15]3[CH:20]=[CH:19][C:18]([CH3:21])=[CH:17][CH:16]=3)(=[O:14])=[O:13])=[CH:8][NH:9]2)=[CH:5][CH:4]=1.[H-].[Na+].Br[CH2:25][CH2:26][C:27]([O:29][CH3:30])=[O:28]. (6) Given the product [CH3:24][C:25]1[N:26]=[C:27]([N:35]2[CH2:39][CH2:38][N:37]([CH2:40][C:41]3[CH:42]=[CH:43][C:44]([O:47][C:48]([F:50])([F:51])[F:49])=[CH:45][CH:46]=3)[C:36]2=[O:52])[S:28][C:29]=1[C:30]([OH:32])=[O:31], predict the reactants needed to synthesize it. The reactants are: CC1N=C(N2CCN(C3C=CC=CC=3)C2=O)SC=1C(OCC)=O.[CH3:24][C:25]1[N:26]=[C:27]([N:35]2[CH2:39][CH2:38][N:37]([CH2:40][C:41]3[CH:46]=[CH:45][C:44]([O:47][C:48]([F:51])([F:50])[F:49])=[CH:43][CH:42]=3)[C:36]2=[O:52])[S:28][C:29]=1[C:30]([O:32]CC)=[O:31].